Dataset: Catalyst prediction with 721,799 reactions and 888 catalyst types from USPTO. Task: Predict which catalyst facilitates the given reaction. (1) Reactant: [C:1]([N:4]([C:8]1[N:9]=[N:10][C:11]([O:14][CH2:15][C:16]2[C:17]([C:22]3[CH:27]=[CH:26][CH:25]=[CH:24][CH:23]=3)=[N:18][O:19][C:20]=2[CH3:21])=[CH:12][CH:13]=1)C(=O)C)(=[O:3])[CH3:2].C(=O)(O)[O-].[Na+]. The catalyst class is: 5. Product: [CH3:21][C:20]1[O:19][N:18]=[C:17]([C:22]2[CH:23]=[CH:24][CH:25]=[CH:26][CH:27]=2)[C:16]=1[CH2:15][O:14][C:11]1[N:10]=[N:9][C:8]([NH:4][C:1](=[O:3])[CH3:2])=[CH:13][CH:12]=1. (2) Reactant: [N+:1]([C:4]1[C:13]2[C:8](=[CH:9][CH:10]=[CH:11][CH:12]=2)[CH:7]=[CH:6][C:5]=1[NH2:14])([O-:3])=[O:2].Br[C:16]1[CH:17]=[C:18]([CH:21]=[CH:22][CH:23]=1)[C:19]#[N:20].C(=O)([O-])[O-].[Cs+].[Cs+].C1(P(C2C=CC=CC=2)C2C=CC3C(=CC=CC=3)C=2C2C3C(=CC=CC=3)C=CC=2P(C2C=CC=CC=2)C2C=CC=CC=2)C=CC=CC=1.C(=O)(O)[O-].[Na+]. Product: [N+:1]([C:4]1[C:13]2[C:8](=[CH:9][CH:10]=[CH:11][CH:12]=2)[CH:7]=[CH:6][C:5]=1[NH:14][C:16]1[CH:17]=[C:18]([CH:21]=[CH:22][CH:23]=1)[C:19]#[N:20])([O-:3])=[O:2]. The catalyst class is: 110. (3) Reactant: [NH2:1][C:2]1[N:6]([CH3:7])[N:5]=[CH:4][C:3]=1[NH:8][C:9](=[O:19])[CH2:10][NH:11][C:12](=[O:18])[O:13][C:14]([CH3:17])([CH3:16])[CH3:15].[C:20]1([C:26](Cl)([C:33]2[CH:38]=[CH:37][CH:36]=[CH:35][CH:34]=2)[C:27]2[CH:32]=[CH:31][CH:30]=[CH:29][CH:28]=2)[CH:25]=[CH:24][CH:23]=[CH:22][CH:21]=1.C(N(CC)CC)C. Product: [CH3:7][N:6]1[C:2]([NH:1][C:26]([C:20]2[CH:25]=[CH:24][CH:23]=[CH:22][CH:21]=2)([C:33]2[CH:34]=[CH:35][CH:36]=[CH:37][CH:38]=2)[C:27]2[CH:28]=[CH:29][CH:30]=[CH:31][CH:32]=2)=[C:3]([NH:8][C:9](=[O:19])[CH2:10][NH:11][C:12](=[O:18])[O:13][C:14]([CH3:15])([CH3:16])[CH3:17])[CH:4]=[N:5]1. The catalyst class is: 42. (4) Reactant: O=[O+][O-].[CH2:4]([O:6][C:7]([C:9]1(/[CH:29]=C/C)[CH2:14][CH2:13][CH:12]([NH:15][S:16]([C:19]2[CH:24]=[CH:23][C:22]([C:25]([F:28])([F:27])[F:26])=[CH:21][CH:20]=2)(=[O:18])=[O:17])[CH2:11][CH2:10]1)=[O:8])[CH3:5].[O:32]=O.C1C=CC(P(C2C=CC=CC=2)C2C=CC=CC=2)=CC=1. Product: [CH2:4]([O:6][C:7]([C:9]1([CH:29]=[O:32])[CH2:10][CH2:11][CH:12]([NH:15][S:16]([C:19]2[CH:20]=[CH:21][C:22]([C:25]([F:26])([F:28])[F:27])=[CH:23][CH:24]=2)(=[O:17])=[O:18])[CH2:13][CH2:14]1)=[O:8])[CH3:5]. The catalyst class is: 2. (5) Reactant: [CH:1]1([C:7]2([CH3:23])[NH:11][C:10](=[O:12])[N:9]([CH2:13][C:14]3[CH:19]=[CH:18][C:17]([O:20][CH3:21])=[CH:16][CH:15]=3)[C:8]2=[O:22])[CH2:6][CH2:5][CH2:4][CH2:3][CH2:2]1.[H-].[Na+].[CH2:26](Br)[CH3:27].CCOC(C)=O. Product: [CH:1]1([C:7]2([CH3:23])[N:11]([CH2:26][CH3:27])[C:10](=[O:12])[N:9]([CH2:13][C:14]3[CH:15]=[CH:16][C:17]([O:20][CH3:21])=[CH:18][CH:19]=3)[C:8]2=[O:22])[CH2:2][CH2:3][CH2:4][CH2:5][CH2:6]1. The catalyst class is: 18. (6) Reactant: C([O:3][CH2:4][CH2:5][S:6]([C:9]1[CH:14]=[CH:13][C:12]([CH:15]([C:23]2[NH:32][C:26]3=[N:27][CH:28]=[C:29]([F:31])[CH:30]=[C:25]3[CH:24]=2)[CH2:16][CH:17]2[CH2:22][CH2:21][O:20][CH2:19][CH2:18]2)=[CH:11][CH:10]=1)(=[O:8])=[O:7])C.B(Br)(Br)Br. Product: [F:31][C:29]1[CH:30]=[C:25]2[CH:24]=[C:23]([CH:15]([C:12]3[CH:13]=[CH:14][C:9]([S:6]([CH2:5][CH2:4][OH:3])(=[O:7])=[O:8])=[CH:10][CH:11]=3)[CH2:16][CH:17]3[CH2:18][CH2:19][O:20][CH2:21][CH2:22]3)[NH:32][C:26]2=[N:27][CH:28]=1. The catalyst class is: 4.